From a dataset of Reaction yield outcomes from USPTO patents with 853,638 reactions. Predict the reaction yield, written as a fraction of the theoretical maximum amount of product (1.0 means a 100% yield; for example, 0.34 means a 34% yield). (1) The reactants are [Cl:1][C:2]1[N:7]=[C:6]([OH:8])[CH:5]=[C:4]([Cl:9])[N:3]=1.C([O-])([O-])=O.[K+].[K+].I[CH2:17][CH3:18]. The catalyst is CN(C=O)C.CC(=O)OCC. The product is [Cl:1][C:2]1[N:7]([CH2:17][CH3:18])[C:6](=[O:8])[CH:5]=[C:4]([Cl:9])[N:3]=1. The yield is 0.280. (2) The reactants are [CH2:1]([O:8][C:9]1[CH:14]=[C:13]([CH2:15][CH3:16])[CH:12]=[CH:11][C:10]=1[OH:17])[C:2]1[CH:7]=[CH:6][CH:5]=[CH:4][CH:3]=1.FC1C([N+]([O-])=O)=NC=CC=1.[F:28][C:29]1[CH:30]=[C:31]([C:36](=[O:38])[CH3:37])[CH:32]=[CH:33][C:34]=1F. No catalyst specified. The product is [CH2:1]([O:8][C:9]1[CH:14]=[C:13]([CH2:15][CH3:16])[CH:12]=[CH:11][C:10]=1[O:17][C:34]1[CH:33]=[CH:32][C:31]([C:36](=[O:38])[CH3:37])=[CH:30][C:29]=1[F:28])[C:2]1[CH:7]=[CH:6][CH:5]=[CH:4][CH:3]=1. The yield is 0.960. (3) The reactants are [CH3:1][P:2](=[O:9])([O:6][CH2:7][CH3:8])[O:3][CH2:4][CH3:5].C([Li])CCC.[CH3:15][Si:16]([CH3:26])([CH3:25])[C:17]1[CH:18]=[C:19]([CH:22]=[CH:23][CH:24]=1)[CH2:20]Br. The catalyst is C1COCC1. The product is [CH3:15][Si:16]([CH3:25])([CH3:26])[C:17]1[CH:18]=[C:19]([CH2:20][CH2:1][P:2](=[O:9])([O:6][CH2:7][CH3:8])[O:3][CH2:4][CH3:5])[CH:22]=[CH:23][CH:24]=1. The yield is 0.530.